Dataset: Full USPTO retrosynthesis dataset with 1.9M reactions from patents (1976-2016). Task: Predict the reactants needed to synthesize the given product. (1) The reactants are: [CH3:1][N:2]1[CH2:15][CH2:14][C:5]2[NH:6][C:7]3[CH:8]=[CH:9][C:10]([CH3:13])=[CH:11][C:12]=3[C:4]=2[CH2:3]1.Br[C:17]1[CH:26]=[CH:25][CH:24]=[C:23]2[C:18]=1[CH:19]=[CH:20][N:21]=[CH:22]2.[O-]P([O-])([O-])=O.[K+].[K+].[K+].N1CCC[C@H]1C(O)=O. Given the product [CH:22]1[C:23]2[C:18](=[C:17]([N:6]3[C:7]4[CH:8]=[CH:9][C:10]([CH3:13])=[CH:11][C:12]=4[C:4]4[CH2:3][N:2]([CH3:1])[CH2:15][CH2:14][C:5]3=4)[CH:26]=[CH:25][CH:24]=2)[CH:19]=[CH:20][N:21]=1, predict the reactants needed to synthesize it. (2) Given the product [F:61][C:18]1[C:14]([C:15](=[O:20])[NH:16][CH3:17])=[C:13]([NH:21][C:22]2[C:27]([C:28]([F:30])([F:31])[F:29])=[CH:26][N:25]=[C:24]([NH:32][C:33]3[CH:47]=[CH:46][C:36]([CH2:37][P:38](=[O:45])([O:42][CH2:43][CH3:44])[O:39][CH2:40][CH3:41])=[CH:35][C:34]=3[O:48][CH3:49])[N:23]=2)[CH:12]=[CH:11][C:10]=1[C:8]1[CH:7]=[N:6][N:5]([CH2:4][CH2:3][CH2:2][OH:1])[CH:9]=1, predict the reactants needed to synthesize it. The reactants are: [OH:1][CH2:2][CH2:3][CH2:4][N:5]1[CH:9]=[C:8]([C:10]2[CH:11]=[CH:12][C:13]([NH:21][C:22]3[C:27]([C:28]([F:31])([F:30])[F:29])=[CH:26][N:25]=[C:24]([NH:32][C:33]4[CH:47]=[CH:46][C:36]([CH2:37][P:38](=[O:45])([O:42][CH2:43][CH3:44])[O:39][CH2:40][CH3:41])=[CH:35][C:34]=4[O:48][CH3:49])[N:23]=3)=[C:14]3[C:18]=2[CH2:17][N:16](C)[C:15]3=[O:20])[CH:7]=[N:6]1.NC1C(C(NC)=O)=C([F:61])C(C2C=NN(CCCO)C=2)=CC=1. (3) Given the product [CH:1]1([CH2:4][N:5]([C:23](=[O:24])[C:22]2[CH:26]=[CH:27][CH:28]=[CH:29][C:21]=2[S:20][CH2:18][CH3:19])[C@H:6]2[CH2:10][CH2:9][N:8]([C:11]([O:13][C:14]([CH3:17])([CH3:16])[CH3:15])=[O:12])[CH2:7]2)[CH2:2][CH2:3]1, predict the reactants needed to synthesize it. The reactants are: [CH:1]1([CH2:4][NH:5][C@H:6]2[CH2:10][CH2:9][N:8]([C:11]([O:13][C:14]([CH3:17])([CH3:16])[CH3:15])=[O:12])[CH2:7]2)[CH2:3][CH2:2]1.[CH2:18]([S:20][C:21]1[CH:29]=[CH:28][CH:27]=[CH:26][C:22]=1[C:23](O)=[O:24])[CH3:19].C(P1(=O)OP(=O)(CCC)OP(=O)(CCC)O1)CC.C(N(CC)CC)C. (4) Given the product [N+:1]([C:4]1[C:17]2[N:16]([C:20]3[CH:21]=[CH:22][CH:23]=[CH:24][C:19]=3[Br:18])[C:15]3[C:10](=[CH:11][CH:12]=[CH:13][CH:14]=3)[O:9][C:8]=2[CH:7]=[CH:6][CH:5]=1)([O-:3])=[O:2], predict the reactants needed to synthesize it. The reactants are: [N+:1]([C:4]1[C:17]2[NH:16][C:15]3[C:10](=[CH:11][CH:12]=[CH:13][CH:14]=3)[O:9][C:8]=2[CH:7]=[CH:6][CH:5]=1)([O-:3])=[O:2].[Br:18][C:19]1[CH:24]=[CH:23][CH:22]=[CH:21][C:20]=1Br. (5) Given the product [CH3:6][C:7]1[CH:12]=[C:11]([N+:21]([O-:23])=[O:22])[C:10]([CH3:13])=[CH:9][N+:8]=1[O-:14], predict the reactants needed to synthesize it. The reactants are: OS(O)(=O)=O.[CH3:6][C:7]1[CH:12]=[CH:11][C:10]([CH3:13])=[CH:9][N+:8]=1[O-:14].C([O-])([O-])=O.[Na+].[Na+].[N+:21]([O-])([OH:23])=[O:22]. (6) Given the product [Cl:18][C:14]1[CH:13]=[C:12]([N:9]2[CH:10]=[N:11][C:7]([CH2:5][OH:4])=[N:8]2)[CH:17]=[CH:16][CH:15]=1, predict the reactants needed to synthesize it. The reactants are: [BH4-].[Li+].C[O:4][C:5]([C:7]1[N:11]=[CH:10][N:9]([C:12]2[CH:17]=[CH:16][CH:15]=[C:14]([Cl:18])[CH:13]=2)[N:8]=1)=O.O.[H-]. (7) Given the product [CH3:2][N:3]1[CH2:4][CH2:5][N:6]([C:9]2[CH:10]=[CH:11][CH:12]=[C:13]3[C:18]=2[O:17][C:16]([C:19]([NH:50][C:49]2[CH:48]=[CH:47][C:46]([N:40]4[CH2:45][CH2:44][O:43][CH2:42][CH2:41]4)=[CH:52][CH:51]=2)=[O:20])=[CH:15][C:14]3=[O:22])[CH2:7][CH2:8]1, predict the reactants needed to synthesize it. The reactants are: Cl.[CH3:2][N:3]1[CH2:8][CH2:7][N:6]([C:9]2[CH:10]=[CH:11][CH:12]=[C:13]3[C:18]=2[O:17][C:16]([C:19](O)=[O:20])=[CH:15][C:14]3=[O:22])[CH2:5][CH2:4]1.C(N(CC)CC)C.ON1C2C=CC=CC=2N=N1.[N:40]1([C:46]2[CH:52]=[CH:51][C:49]([NH2:50])=[CH:48][CH:47]=2)[CH2:45][CH2:44][O:43][CH2:42][CH2:41]1. (8) Given the product [Si:26]([O:33][C@@H:34]([CH3:38])[CH2:35][O:36][NH:37][C:21]([C:11]1[C:12]2[CH2:20][CH2:19][CH2:18][C:13]=2[C:14](=[O:17])[N:15]([CH3:16])[C:10]=1[NH:9][C:3]1[CH:4]=[CH:5][C:6]([I:8])=[CH:7][C:2]=1[F:1])=[O:22])([C:29]([CH3:32])([CH3:31])[CH3:30])([CH3:28])[CH3:27], predict the reactants needed to synthesize it. The reactants are: [F:1][C:2]1[CH:7]=[C:6]([I:8])[CH:5]=[CH:4][C:3]=1[NH:9][C:10]1[N:15]([CH3:16])[C:14](=[O:17])[C:13]2[CH2:18][CH2:19][CH2:20][C:12]=2[C:11]=1[C:21](OCC)=[O:22].[Si:26]([O:33][C@@H:34]([CH3:38])[CH2:35][O:36][NH2:37])([C:29]([CH3:32])([CH3:31])[CH3:30])([CH3:28])[CH3:27].[Li+].C[Si]([N-][Si](C)(C)C)(C)C. (9) Given the product [CH3:22][N:23]([CH3:24])[C:2]1[C:3]2[C:17]([CH:18]=[O:19])=[C:16]([CH2:20][CH3:21])[NH:15][C:4]=2[N:5]=[C:6]([S:8][C:9]2[CH:10]=[N:11][CH:12]=[CH:13][CH:14]=2)[N:7]=1, predict the reactants needed to synthesize it. The reactants are: Cl[C:2]1[C:3]2[C:17]([CH:18]=[O:19])=[C:16]([CH2:20][CH3:21])[NH:15][C:4]=2[N:5]=[C:6]([S:8][C:9]2[CH:10]=[N:11][CH:12]=[CH:13][CH:14]=2)[N:7]=1.[CH3:22][NH:23][CH3:24].